Task: Predict the product of the given reaction.. Dataset: Forward reaction prediction with 1.9M reactions from USPTO patents (1976-2016) Given the reactants [F:1][C:2]1[CH:23]=[CH:22][C:5]([CH2:6][N:7]2[C:11](=[O:12])[N:10]([C:13]3[S:14][C:15]([C:19](O)=[O:20])=[C:16]([CH3:18])[N:17]=3)[CH:9]=[N:8]2)=[CH:4][CH:3]=1.O[N:25]1C2C=CC=CC=2N=N1.F[P-](F)(F)(F)(F)F.N1(OC(N(C)C)=[N+](C)C)C2N=CC=CC=2N=N1.C(N(CC)C(C)C)(C)C.[Cl-].[NH4+], predict the reaction product. The product is: [F:1][C:2]1[CH:23]=[CH:22][C:5]([CH2:6][N:7]2[C:11](=[O:12])[N:10]([C:13]3[S:14][C:15]([C:19]([NH2:25])=[O:20])=[C:16]([CH3:18])[N:17]=3)[CH:9]=[N:8]2)=[CH:4][CH:3]=1.